Dataset: Full USPTO retrosynthesis dataset with 1.9M reactions from patents (1976-2016). Task: Predict the reactants needed to synthesize the given product. Given the product [CH2:30]([O:29][C:27]([C:25]1[CH:26]=[N:22][N:23]([C:2]2[CH:21]=[CH:20][C:5]([O:6][CH:7]3[CH2:12][CH2:11][N:10]([C:13]([O:15][C:16]([CH3:19])([CH3:18])[CH3:17])=[O:14])[CH2:9][CH2:8]3)=[CH:4][CH:3]=2)[CH:24]=1)=[O:28])[CH3:31], predict the reactants needed to synthesize it. The reactants are: I[C:2]1[CH:21]=[CH:20][C:5]([O:6][CH:7]2[CH2:12][CH2:11][N:10]([C:13]([O:15][C:16]([CH3:19])([CH3:18])[CH3:17])=[O:14])[CH2:9][CH2:8]2)=[CH:4][CH:3]=1.[NH:22]1[CH:26]=[C:25]([C:27]([O:29][CH2:30][CH3:31])=[O:28])[CH:24]=[N:23]1.CN[C@@H]1CCCC[C@H]1NC.C(=O)([O-])[O-].[Cs+].[Cs+].